Dataset: Reaction yield outcomes from USPTO patents with 853,638 reactions. Task: Predict the reaction yield, written as a fraction of the theoretical maximum amount of product (1.0 means a 100% yield; for example, 0.34 means a 34% yield). The reactants are [OH:1][C:2]1[C:3]([O:10][CH3:11])=[C:4]([CH:7]=[CH:8][CH:9]=1)[CH:5]=[O:6].C(=O)([O-])[O-].[Li+].[Li+].F[C:19]1[CH:26]=[CH:25][C:22]([C:23]#[N:24])=[CH:21][C:20]=1[C:27]([F:30])([F:29])[F:28].O. The catalyst is CS(C)=O. The product is [CH:5]([C:4]1[C:3]([O:10][CH3:11])=[C:2]([CH:9]=[CH:8][CH:7]=1)[O:1][C:19]1[CH:26]=[CH:25][C:22]([C:23]#[N:24])=[CH:21][C:20]=1[C:27]([F:28])([F:30])[F:29])=[O:6]. The yield is 0.710.